This data is from Reaction yield outcomes from USPTO patents with 853,638 reactions. The task is: Predict the reaction yield, written as a fraction of the theoretical maximum amount of product (1.0 means a 100% yield; for example, 0.34 means a 34% yield). (1) The yield is 0.400. The reactants are [CH2:1]([O:3][C:4](=[O:22])[C:5]1[CH:10]=[C:9]([N+:11]([O-])=O)[CH:8]=[C:7]([N+]([O-])=O)[C:6]=1[CH:17]=[CH:18][N:19](C)C)[CH3:2].Cl[Sn]Cl. The catalyst is C(O)C. The product is [CH2:1]([O:3][C:4]([C:5]1[C:6]2[CH:17]=[CH:18][NH:19][C:7]=2[CH:8]=[C:9]([NH2:11])[CH:10]=1)=[O:22])[CH3:2]. (2) The reactants are [CH2:1]([O:8][CH2:9][C@@H:10]1[CH2:13][C@H:12]([OH:14])[CH2:11]1)[C:2]1[CH:7]=[CH:6][CH:5]=[CH:4][CH:3]=1.[H-].[Na+].I[CH3:18]. The catalyst is C1COCC1. The product is [CH3:18][O:14][C@@H:12]1[CH2:13][C@H:10]([CH2:9][O:8][CH2:1][C:2]2[CH:7]=[CH:6][CH:5]=[CH:4][CH:3]=2)[CH2:11]1. The yield is 0.850. (3) The reactants are [CH2:1]([O:8][C@H:9]1[CH2:14][C@@H:13]([OH:15])[C@@H:12]([CH2:16][O:17][Si:18]([C:21]([CH3:24])([CH3:23])[CH3:22])([CH3:20])[CH3:19])[C@@H:11]([O:25][Si:26]([C:29]([CH3:32])([CH3:31])[CH3:30])([CH3:28])[CH3:27])[CH2:10]1)[C:2]1[CH:7]=[CH:6][CH:5]=[CH:4][CH:3]=1.C(N(CC)CC)C.[CH3:40][S:41](Cl)(=[O:43])=[O:42]. The catalyst is C(Cl)Cl. The product is [CH2:1]([O:8][C@@H:9]1[CH2:14][C@@H:13]([O:15][S:41]([CH3:40])(=[O:43])=[O:42])[C@H:12]([CH2:16][O:17][Si:18]([C:21]([CH3:23])([CH3:24])[CH3:22])([CH3:20])[CH3:19])[C@@H:11]([O:25][Si:26]([C:29]([CH3:32])([CH3:31])[CH3:30])([CH3:27])[CH3:28])[CH2:10]1)[C:2]1[CH:3]=[CH:4][CH:5]=[CH:6][CH:7]=1. The yield is 0.920. (4) The reactants are [CH:1]([O:3][C:4]([N:6]1[CH2:30][C@:29]2([C:31](=[O:38])[CH2:32]OS(C)(=O)=O)[C@@H:8]([CH2:9][C@H:10]3[C@H:23]4[C@@:14]([F:27])([C@:15]5([CH3:26])[C:20]([C@@H:21]([F:24])[CH2:22]4)=[CH:19][C:18](=[O:25])[CH:17]=[CH:16]5)[C@@H:13]([OH:28])[CH2:12][C@@:11]32[CH3:39])[CH2:7]1)=[O:5])=[CH2:2].CCCC[N+](CCCC)(CCCC)CCCC.[F-:57].[F-].[K+]. The catalyst is C1COCC1. The product is [CH:1]([O:3][C:4]([N:6]1[CH2:30][C@:29]2([C:31](=[O:38])[CH2:32][F:57])[C@@H:8]([CH2:9][C@H:10]3[C@H:23]4[C@@:14]([F:27])([C@:15]5([CH3:26])[C:20]([C@@H:21]([F:24])[CH2:22]4)=[CH:19][C:18](=[O:25])[CH:17]=[CH:16]5)[C@@H:13]([OH:28])[CH2:12][C@@:11]32[CH3:39])[CH2:7]1)=[O:5])=[CH2:2]. The yield is 0.276. (5) The reactants are [CH2:1]1[C:9]2[C:4](=[CH:5][CH:6]=[CH:7][CH:8]=2)[CH2:3][N:2]1[N:10]([CH3:39])[C:11](=[O:38])[CH2:12][N:13]([C:30]1[CH:35]=[CH:34][C:33](I)=[CH:32][C:31]=1[CH3:37])[CH2:14][C:15]([NH:17][CH2:18][CH2:19][N:20]([C:23]([O:25][C:26]([CH3:29])([CH3:28])[CH3:27])=[O:24])[CH2:21][CH3:22])=[O:16].[NH:40]1[CH2:44][CH2:43][CH2:42][C:41]1=[O:45].CNCCNC.P([O-])([O-])([O-])=O.[K+].[K+].[K+]. The catalyst is C1(C)C=CC=CC=1.C(OCC)(=O)C.O. The product is [CH2:1]1[C:9]2[C:4](=[CH:5][CH:6]=[CH:7][CH:8]=2)[CH2:3][N:2]1[N:10]([CH3:39])[C:11](=[O:38])[CH2:12][N:13]([C:30]1[CH:35]=[CH:34][C:33]([N:40]2[CH2:44][CH2:43][CH2:42][C:41]2=[O:45])=[CH:32][C:31]=1[CH3:37])[CH2:14][C:15]([NH:17][CH2:18][CH2:19][N:20]([C:23]([O:25][C:26]([CH3:29])([CH3:28])[CH3:27])=[O:24])[CH2:21][CH3:22])=[O:16]. The yield is 0.890. (6) The yield is 0.960. The product is [CH3:16][N:17]([Si:19]([CH3:22])([CH3:21])[C:1]#[C:2][C:3]#[C:4][Si:19]([N:17]([CH3:18])[CH3:16])([CH3:22])[CH3:21])[CH3:18]. The reactants are [CH2:1]([Li])[CH2:2][CH2:3][CH3:4].ClC(Cl)=C(Cl)C(Cl)=C(Cl)Cl.[CH3:16][N:17]([Si:19]([CH3:22])([CH3:21])Cl)[CH3:18]. No catalyst specified.